Predict the reaction yield, written as a fraction of the theoretical maximum amount of product (1.0 means a 100% yield; for example, 0.34 means a 34% yield). From a dataset of Reaction yield outcomes from USPTO patents with 853,638 reactions. (1) The reactants are [Br:1][C:2]1[C:3](=[O:28])[N:4]([CH2:18][C:19]2[CH:24]=[CH:23][CH:22]=[C:21]([CH2:25]Br)[C:20]=2[F:27])[CH:5]=[CH:6][C:7]=1[O:8][CH2:9][C:10]1[CH:15]=[CH:14][C:13]([F:16])=[CH:12][C:11]=1[F:17].[NH3:29]. The yield is 0.600. The product is [NH2:29][CH2:25][C:21]1[C:20]([F:27])=[C:19]([CH:24]=[CH:23][CH:22]=1)[CH2:18][N:4]1[CH:5]=[CH:6][C:7]([O:8][CH2:9][C:10]2[CH:15]=[CH:14][C:13]([F:16])=[CH:12][C:11]=2[F:17])=[C:2]([Br:1])[C:3]1=[O:28]. The catalyst is CO. (2) The yield is 0.0800. The reactants are C1(P(C2C=CC=CC=2)C2C=CC=CC=2)C=CC=CC=1.N(C(OC(C)C)=O)=NC(OC(C)C)=O.[N:34]1([CH2:39][CH2:40][OH:41])[CH2:38][CH2:37][CH2:36][CH2:35]1.[CH3:42][O:43][C:44]1[CH:49]=[C:48]([C:50]2[CH:51]=[C:52]3[C:58]([C:59]4[CH:64]=[CH:63][CH:62]=[CH:61][C:60]=4[O:65][CH3:66])=[CH:57][NH:56][C:53]3=[N:54][CH:55]=2)[CH:47]=[CH:46][C:45]=1O. The product is [CH3:66][O:65][C:60]1[CH:61]=[CH:62][CH:63]=[CH:64][C:59]=1[C:58]1[C:52]2[C:53](=[N:54][CH:55]=[C:50]([C:48]3[CH:47]=[CH:46][C:45]([O:41][CH2:40][CH2:39][N:34]4[CH2:38][CH2:37][CH2:36][CH2:35]4)=[C:44]([O:43][CH3:42])[CH:49]=3)[CH:51]=2)[NH:56][CH:57]=1. The catalyst is C(Cl)Cl. (3) The yield is 0.350. The catalyst is C1COCC1.[Cu]I. The product is [CH2:4]([O:6][P:7]([NH:12][CH:18]1[CH:13]([CH3:1])[CH2:14][CH2:15][N:16]([C:19]([O:21][CH2:22][C:23]2[CH:28]=[CH:27][CH:26]=[CH:25][CH:24]=2)=[O:20])[CH2:17]1)([O:9][CH2:10][CH3:11])=[O:8])[CH3:5]. The reactants are [CH3:1][Mg]Br.[CH2:4]([O:6][P:7]([N:12]1[CH:18]2[CH:13]1[CH2:14][CH2:15][N:16]([C:19]([O:21][CH2:22][C:23]1[CH:28]=[CH:27][CH:26]=[CH:25][CH:24]=1)=[O:20])[CH2:17]2)([O:9][CH2:10][CH3:11])=[O:8])[CH3:5]. (4) The reactants are [F:1][C:2]1[C:7]([CH2:8][OH:9])=[CH:6][CH:5]=[CH:4][C:3]=1[NH:10][S:11]([CH2:14][CH2:15][CH3:16])(=[O:13])=[O:12].CC(OI1(OC(C)=O)(OC(C)=O)OC(=O)C2C=CC=CC1=2)=O.O. The catalyst is O1CCCC1. The product is [F:1][C:2]1[C:7]([CH:8]=[O:9])=[CH:6][CH:5]=[CH:4][C:3]=1[NH:10][S:11]([CH2:14][CH2:15][CH3:16])(=[O:13])=[O:12]. The yield is 0.500. (5) The reactants are [NH2:1][C:2]1[C:7]2=[C:8]([C:14]3[CH:19]=[CH:18][C:17]([N+:20]([O-:22])=[O:21])=[CH:16][CH:15]=3)[C:9]([C:11](O)=[O:12])=[CH:10][N:6]2[N:5]=[CH:4][N:3]=1.Cl.[F:24][C:25]([F:29])([F:28])[CH2:26][NH2:27].C(N(CC)CC)C.C1COCC1. The catalyst is S(Cl)(Cl)=O. The product is [NH2:1][C:2]1[C:7]2=[C:8]([C:14]3[CH:15]=[CH:16][C:17]([N+:20]([O-:22])=[O:21])=[CH:18][CH:19]=3)[C:9]([C:11]([NH:27][CH2:26][C:25]([F:29])([F:28])[F:24])=[O:12])=[CH:10][N:6]2[N:5]=[CH:4][N:3]=1. The yield is 0.740. (6) The reactants are FC(F)(F)C(O)=O.[N:8]1([C:14]2[C:15]([NH2:26])=[N:16][CH:17]=[C:18]([C:20]3[CH:25]=[CH:24][N:23]=[CH:22][CH:21]=3)[N:19]=2)[CH2:13][CH2:12][NH:11][CH2:10][CH2:9]1.Cl[CH2:28][CH2:29][CH2:30][OH:31].[I-].[K+].C(=O)([O-])[O-].[K+].[K+].C(=O)(O)[O-].[Na+]. The catalyst is C(#N)C. The product is [NH2:26][C:15]1[C:14]([N:8]2[CH2:13][CH2:12][N:11]([CH2:28][CH2:29][CH2:30][OH:31])[CH2:10][CH2:9]2)=[N:19][C:18]([C:20]2[CH:21]=[CH:22][N:23]=[CH:24][CH:25]=2)=[CH:17][N:16]=1. The yield is 0.150. (7) The reactants are N1C=CN=[C:2]1[NH:6][C:7]([C:9]1[C:17]2[N:16]=[C:15]([NH:18][C:19]([C:21]3[N:22]=[CH:23][C:24]4[C:29]([CH:30]=3)=[CH:28][CH:27]=[CH:26][CH:25]=4)=[O:20])[NH:14][C:13]=2[CH:12]=[CH:11][CH:10]=1)=[O:8].CN(C(ON1N=NC2C=CC=CC1=2)=[N+](C)C)C.F[P-](F)(F)(F)(F)F.CCN(C(C)C)C(C)C.[F:64][C:65]1[CH:73]=[CH:72][C:68]([CH2:69]NC)=[CH:67][CH:66]=1. The catalyst is CN(C=O)C. The product is [F:64][C:65]1[CH:73]=[CH:72][C:68]([CH2:69][N:6]([CH3:2])[C:7]([C:9]2[C:17]3[NH:16][C:15]([NH:18][C:19]([C:21]4[N:22]=[CH:23][C:24]5[C:29]([CH:30]=4)=[CH:28][CH:27]=[CH:26][CH:25]=5)=[O:20])=[N:14][C:13]=3[CH:12]=[CH:11][CH:10]=2)=[O:8])=[CH:67][CH:66]=1. The yield is 0.660. (8) The reactants are [CH3:1][NH:2][C:3]1[N:8]=[C:7]([C:9]2[S:10][C:11]3[CH:19]=[CH:18][CH:17]=[CH:16][C:12]=3[C:13](=[O:15])[N:14]=2)[CH:6]=[CH:5][CH:4]=1.[C:20](Cl)(=[O:23])[CH2:21][CH3:22].CN(C)C(=O)C. The catalyst is O. The product is [CH3:1][N:2]([C:3]1[CH:4]=[CH:5][CH:6]=[C:7]([C:9]2[S:10][C:11]3[CH:19]=[CH:18][CH:17]=[CH:16][C:12]=3[C:13](=[O:15])[N:14]=2)[N:8]=1)[C:20](=[O:23])[CH2:21][CH3:22]. The yield is 0.490. (9) The reactants are Cl[C:2]1[CH:7]=[C:6]([F:8])[C:5]([N+:9]([O-])=O)=[CH:4][C:3]=1[OH:12].C(N(CC)CC)C. The catalyst is CO.[OH-].[OH-].[Pd+2]. The product is [NH2:9][C:5]1[CH:4]=[C:3]([OH:12])[CH:2]=[CH:7][C:6]=1[F:8]. The yield is 0.660.